This data is from Full USPTO retrosynthesis dataset with 1.9M reactions from patents (1976-2016). The task is: Predict the reactants needed to synthesize the given product. (1) The reactants are: [C:1]([O:5][C:6](=[O:27])[C:7]([O:10][C:11]1[CH:16]=[CH:15][C:14]([CH2:17][CH2:18][CH2:19][CH:20]2[C:24](=[O:25])[NH:23][C:22](=[O:26])[NH:21]2)=[CH:13][CH:12]=1)([CH3:9])[CH3:8])([CH3:4])([CH3:3])[CH3:2].[CH3:28][C:29]1[CH:30]=[C:31]([CH:34]=[CH:35][C:36]=1[CH3:37])[CH2:32]Cl.[O-]S([O-])(=O)=O.[Mg+2].C([O-])([O-])=O.[K+].[K+]. Given the product [C:1]([O:5][C:6](=[O:27])[C:7]([O:10][C:11]1[CH:16]=[CH:15][C:14]([CH2:17][CH2:18][CH2:19][CH:20]2[C:24](=[O:25])[N:23]([CH2:32][C:31]3[CH:34]=[CH:35][C:36]([CH3:37])=[C:29]([CH3:28])[CH:30]=3)[C:22](=[O:26])[NH:21]2)=[CH:13][CH:12]=1)([CH3:9])[CH3:8])([CH3:2])([CH3:3])[CH3:4], predict the reactants needed to synthesize it. (2) Given the product [Br:1][C:2]1[CH:3]=[C:4]([C@:9]2([CH3:36])[C@H:15]3[C@:13]([C:16]([OH:18])=[O:17])([CH2:14]3)[S:12][C:11]([N:20]([C:29]([O:31][C:32]([CH3:33])([CH3:35])[CH3:34])=[O:30])[CH2:21][O:22][CH2:23][CH2:24][Si:25]([CH3:28])([CH3:27])[CH3:26])=[N:10]2)[C:5]([O:38][CH3:37])=[N:6][CH:7]=1, predict the reactants needed to synthesize it. The reactants are: [Br:1][C:2]1[CH:3]=[C:4]([C@:9]2([CH3:36])[C@H:15]3[C@:13]([C:16]([O:18]C)=[O:17])([CH2:14]3)[S:12][C:11]([N:20]([C:29]([O:31][C:32]([CH3:35])([CH3:34])[CH3:33])=[O:30])[CH2:21][O:22][CH2:23][CH2:24][Si:25]([CH3:28])([CH3:27])[CH3:26])=[N:10]2)[C:5](F)=[N:6][CH:7]=1.[CH3:37][O-:38].[Na+].Cl. (3) Given the product [O:39]=[C:38]1[NH:9][CH:10]([C:11]2[CH:18]=[CH:17][C:14]([C:15]#[N:16])=[CH:13][C:12]=2[S:19][CH3:20])[C:21]2[C:25](=[O:26])[CH2:24][CH2:23][C:22]=2[N:27]1[C:28]1[CH:33]=[CH:32][CH:31]=[C:30]([C:34]([F:37])([F:35])[F:36])[CH:29]=1, predict the reactants needed to synthesize it. The reactants are: C(N(CC)CC)C.Cl.[NH2:9][CH:10]([C:21]1[C:25](=[O:26])[CH2:24][CH2:23][C:22]=1[NH:27][C:28]1[CH:33]=[CH:32][CH:31]=[C:30]([C:34]([F:37])([F:36])[F:35])[CH:29]=1)[C:11]1[CH:18]=[CH:17][C:14]([C:15]#[N:16])=[CH:13][C:12]=1[S:19][CH3:20].[C:38](N1C=CN=C1)(N1C=CN=C1)=[O:39]. (4) The reactants are: [CH3:1][O:2][C:3]([C:5]1[N:6]([CH3:35])[C:7]([S:10]([N:13]2[CH2:18][CH2:17][CH:16]([S:19][C:20]3[CH:25]=[C:24]([C:26]([CH3:29])([CH3:28])[CH3:27])[C:23]([OH:30])=[C:22]([C:31]([CH3:34])([CH3:33])[CH3:32])[CH:21]=3)[CH2:15][CH2:14]2)(=[O:12])=[O:11])=[CH:8][CH:9]=1)=[O:4].Br[CH2:37][CH2:38][CH2:39][OH:40].C([O-])([O-])=O.[K+].[K+].[NH4+].[Cl-]. Given the product [CH3:1][O:2][C:3]([C:5]1[N:6]([CH3:35])[C:7]([S:10]([N:13]2[CH2:18][CH2:17][CH:16]([S:19][C:20]3[CH:25]=[C:24]([C:26]([CH3:27])([CH3:28])[CH3:29])[C:23]([O:30][CH2:37][CH2:38][CH2:39][OH:40])=[C:22]([C:31]([CH3:34])([CH3:33])[CH3:32])[CH:21]=3)[CH2:15][CH2:14]2)(=[O:11])=[O:12])=[CH:8][CH:9]=1)=[O:4], predict the reactants needed to synthesize it. (5) Given the product [CH2:22]([O:24][C:25](=[O:28])[CH2:26][CH2:27][C:2]1[CH:7]=[CH:6][CH:5]=[C:4]([CH3:8])[C:3]=1[C:9]([F:12])([F:11])[F:10])[CH3:23], predict the reactants needed to synthesize it. The reactants are: Br[C:2]1[CH:7]=[CH:6][CH:5]=[C:4]([CH3:8])[C:3]=1[C:9]([F:12])([F:11])[F:10].C(N(CC)C(C)C)(C)C.[CH2:22]([O:24][CH:25]([O:28]CC)[CH:26]=[CH2:27])[CH3:23].